This data is from Full USPTO retrosynthesis dataset with 1.9M reactions from patents (1976-2016). The task is: Predict the reactants needed to synthesize the given product. Given the product [Cl:1][C:2]1[CH:32]=[CH:31][C:5]([CH2:6][N:7]2[C:15]3[C:10](=[CH:11][C:12](/[CH:16]=[C:17]4/[C:18](=[O:30])[N:19]([CH2:23][C@@H:24]5[CH2:28][C@@H:27]([OH:29])[CH2:26][N:25]5[CH2:38][CH2:39][OH:40])[C:20](=[O:22])[S:21]/4)=[CH:13][CH:14]=3)[CH:9]=[N:8]2)=[C:4]([C:33]([F:36])([F:35])[F:34])[CH:3]=1, predict the reactants needed to synthesize it. The reactants are: [Cl:1][C:2]1[CH:32]=[CH:31][C:5]([CH2:6][N:7]2[C:15]3[C:10](=[CH:11][C:12](/[CH:16]=[C:17]4/[C:18](=[O:30])[N:19]([CH2:23][C@@H:24]5[CH2:28][C@@H:27]([OH:29])[CH2:26][NH:25]5)[C:20](=[O:22])[S:21]/4)=[CH:13][CH:14]=3)[CH:9]=[N:8]2)=[C:4]([C:33]([F:36])([F:35])[F:34])[CH:3]=1.Br[CH2:38][CH2:39][OH:40].